Dataset: Reaction yield outcomes from USPTO patents with 853,638 reactions. Task: Predict the reaction yield, written as a fraction of the theoretical maximum amount of product (1.0 means a 100% yield; for example, 0.34 means a 34% yield). (1) The reactants are [I:1][C:2]1[C:10]2[C:5](=[N:6][CH:7]=[N:8][C:9]=2[NH2:11])[NH:4][N:3]=1.[C:12]([O:16][C:17]([N:19]1[CH2:24][CH2:23][CH2:22][C@H:21](O)[CH2:20]1)=[O:18])([CH3:15])([CH3:14])[CH3:13].C1C=CC(P(C2C=CC=CC=2)C2C=CC=CC=2)=CC=1.CC(OC(/N=N/C(OC(C)C)=O)=O)C. The catalyst is C1COCC1. The product is [NH2:11][C:9]1[N:8]=[CH:7][N:6]=[C:5]2[N:4]([C@@H:23]3[CH2:22][CH2:21][CH2:20][N:19]([C:17]([O:16][C:12]([CH3:15])([CH3:14])[CH3:13])=[O:18])[CH2:24]3)[N:3]=[C:2]([I:1])[C:10]=12. The yield is 0.412. (2) The reactants are [F:1][C:2]1[CH:3]=[C:4]([CH:11]=[CH:12][CH:13]=1)[CH2:5][C@@H:6]([C:8]([OH:10])=[O:9])[NH2:7].C([O-])([O-])=O.[K+].[K+].[CH2:20](Br)[C:21]1[CH:26]=[CH:25][CH:24]=[CH:23][CH:22]=1. The catalyst is O1CCOCC1.O. The product is [CH2:20]([N:7]([CH2:5][C:4]1[CH:11]=[CH:12][CH:13]=[CH:2][CH:3]=1)[C@@H:6]([CH2:5][C:4]1[CH:11]=[CH:12][CH:13]=[C:2]([F:1])[CH:3]=1)[C:8]([O:10][CH2:20][C:21]1[CH:26]=[CH:25][CH:24]=[CH:23][CH:22]=1)=[O:9])[C:21]1[CH:26]=[CH:25][CH:24]=[CH:23][CH:22]=1. The yield is 0.770. (3) The reactants are [F:1][C:2]1[CH:3]=[N:4][CH:5]=[C:6]([F:24])[C:7]=1[C:8]1[C:9]([C:18]2[CH:19]=[N:20][CH:21]=[CH:22][CH:23]=2)=[N:10][C:11]([NH2:17])=[C:12]([N+:14]([O-])=O)[CH:13]=1. The catalyst is [Pd].C1COCC1.C(O)C. The product is [F:1][C:2]1[CH:3]=[N:4][CH:5]=[C:6]([F:24])[C:7]=1[C:8]1[C:9]([C:18]2[CH:19]=[N:20][CH:21]=[CH:22][CH:23]=2)=[N:10][C:11]([NH2:17])=[C:12]([NH2:14])[CH:13]=1. The yield is 0.990. (4) The reactants are [S:1]1[CH:5]=[CH:4][C:3]([S:6]([O-:8])=[O:7])=[CH:2]1.[Na+].Br[C:11]1[CH:19]=[CH:18][C:17]2[N:16]([CH3:20])[C:15]3[CH2:21][CH:22]4[NH:26][CH:25]([C:14]=3[C:13]=2[C:12]=1[C:27]([O:29][C:30]([CH3:33])([CH3:32])[CH3:31])=[O:28])[CH2:24][CH2:23]4. No catalyst specified. The product is [S:1]1[CH:5]=[CH:4][C:3]([S:6]([C:11]2[CH:19]=[CH:18][C:17]3[N:16]([CH3:20])[C:15]4[CH2:21][CH:22]5[NH:26][CH:25]([C:14]=4[C:13]=3[C:12]=2[C:27]([O:29][C:30]([CH3:33])([CH3:32])[CH3:31])=[O:28])[CH2:24][CH2:23]5)(=[O:8])=[O:7])=[CH:2]1. The yield is 0.310.